Dataset: Full USPTO retrosynthesis dataset with 1.9M reactions from patents (1976-2016). Task: Predict the reactants needed to synthesize the given product. (1) Given the product [C:1]1([CH2:7][O:8][C:9](=[O:34])[N:10]([CH2:12][C:13]2[CH:14]=[CH:15][C:16]([C:19]3[CH:20]=[C:21]4[C:26](=[CH:27][CH:28]=3)[N:25]([C:29](=[O:31])[CH3:30])[C@@H:24]([CH3:32])[CH2:23][C@H:22]4[NH:33][C:88]3[CH:93]=[CH:92][C:91]([F:94])=[CH:90][N:89]=3)=[CH:17][CH:18]=2)[CH3:11])[CH:6]=[CH:5][CH:4]=[CH:3][CH:2]=1, predict the reactants needed to synthesize it. The reactants are: [C:1]1([CH2:7][O:8][C:9](=[O:34])[N:10]([CH2:12][C:13]2[CH:18]=[CH:17][C:16]([C:19]3[CH:20]=[C:21]4[C:26](=[CH:27][CH:28]=3)[N:25]([C:29](=[O:31])[CH3:30])[C@@H:24]([CH3:32])[CH2:23][C@H:22]4[NH2:33])=[CH:15][CH:14]=2)[CH3:11])[CH:6]=[CH:5][CH:4]=[CH:3][CH:2]=1.CC(C)([O-])C.[Na+].C1C=CC(P(C2C(C3C(P(C4C=CC=CC=4)C4C=CC=CC=4)=CC=C4C=3C=CC=C4)=C3C(C=CC=C3)=CC=2)C2C=CC=CC=2)=CC=1.Cl[C:88]1[CH:93]=[CH:92][C:91]([F:94])=[CH:90][N:89]=1. (2) Given the product [F:1][C:2]1[CH:7]=[CH:6][C:5]([N:8]2[CH2:17][CH2:16][C:15]3[C:10](=[CH:11][CH:12]=[C:13]([O:18][CH2:19][C:20]4[CH:25]=[CH:24][CH:23]=[CH:22][CH:21]=4)[CH:14]=3)[CH:9]2[CH2:26][C:27]2[CH:28]=[CH:29][C:30]([O:33][CH:37]3[CH2:38][CH2:39][N:35]([CH3:34])[CH2:36]3)=[CH:31][CH:32]=2)=[CH:4][CH:3]=1, predict the reactants needed to synthesize it. The reactants are: [F:1][C:2]1[CH:7]=[CH:6][C:5]([N:8]2[CH2:17][CH2:16][C:15]3[C:10](=[CH:11][CH:12]=[C:13]([O:18][CH2:19][C:20]4[CH:25]=[CH:24][CH:23]=[CH:22][CH:21]=4)[CH:14]=3)[CH:9]2[CH2:26][C:27]2[CH:32]=[CH:31][C:30]([OH:33])=[CH:29][CH:28]=2)=[CH:4][CH:3]=1.[CH3:34][N:35]1[CH2:39][CH2:38][CH:37](O)[CH2:36]1.C(P(CCCC)CCCC)CCC.N(C(N1CCCCC1)=O)=NC(N1CCCCC1)=O. (3) The reactants are: [CH3:1][C:2]1[CH:18]=[CH:17][C:16]([CH:19]=[C:20]2[CH2:25][CH2:24][NH:23][CH2:22][CH2:21]2)=[CH:15][C:3]=1[O:4][C:5]1[CH:10]=[CH:9][C:8]([C:11]([F:14])([F:13])[F:12])=[CH:7][N:6]=1.[N:26]1[CH:31]=[CH:30][CH:29]=[C:28]([NH:32][C:33](=O)[O:34]C2C=CC=CC=2)[CH:27]=1.C(N(CC)CC)C. Given the product [CH3:1][C:2]1[CH:18]=[CH:17][C:16]([CH:19]=[C:20]2[CH2:25][CH2:24][N:23]([C:33]([NH:32][C:28]3[CH:27]=[N:26][CH:31]=[CH:30][CH:29]=3)=[O:34])[CH2:22][CH2:21]2)=[CH:15][C:3]=1[O:4][C:5]1[CH:10]=[CH:9][C:8]([C:11]([F:13])([F:12])[F:14])=[CH:7][N:6]=1, predict the reactants needed to synthesize it. (4) Given the product [N:10]1([C:5]([CH:1]2[CH2:4][CH2:3]2)=[O:7])[CH:9]=[CH:8][N:12]=[CH:11]1, predict the reactants needed to synthesize it. The reactants are: [CH:1]1([C:5]([OH:7])=O)[CH2:4][CH2:3]C1.[CH:8]1[N:12]=[CH:11][N:10](C([N:10]2[CH:11]=[N:12][CH:8]=[CH:9]2)=O)[CH:9]=1.